Predict the reactants needed to synthesize the given product. From a dataset of Full USPTO retrosynthesis dataset with 1.9M reactions from patents (1976-2016). (1) Given the product [O:35]=[C:23]1[N:22]([CH2:21][C:7]2[S:8][C:9]3[N:10]([CH:18]([CH3:20])[CH3:19])[C:11](=[O:17])[N:12]([CH3:16])[C:13](=[O:15])[C:14]=3[C:6]=2[C:4]([OH:3])=[O:5])[C:26]2[CH:27]=[CH:28][CH:29]=[CH:30][C:25]=2[NH:24]1, predict the reactants needed to synthesize it. The reactants are: [Na].C[O:3][C:4]([C:6]1[C:14]2[C:13](=[O:15])[N:12]([CH3:16])[C:11](=[O:17])[N:10]([CH:18]([CH3:20])[CH3:19])[C:9]=2[S:8][C:7]=1[CH2:21][N:22]1[C:26]2[CH:27]=[CH:28][CH:29]=[CH:30][C:25]=2[N:24]=[C:23]1S(C)(=O)=O)=[O:5].[OH2:35]. (2) Given the product [OH:13][C:12]1[CH:11]=[CH:10][C:9]([CH2:21][CH:22]([CH3:26])[C:23]([O:25][CH2:1][CH3:2])=[O:24])=[CH:8][C:7]=1[O:6][CH3:5], predict the reactants needed to synthesize it. The reactants are: [C:1](Cl)(=O)[CH3:2].[CH3:5][O:6][C:7]1[CH:8]=[C:9]([CH:21]=[C:22]([CH3:26])[C:23]([OH:25])=[O:24])[CH:10]=[CH:11][C:12]=1[O:13]CC1C=CC=CC=1. (3) Given the product [ClH:28].[CH:19]([O:18][C:13]1[CH:12]=[CH:11][C:10]2[CH2:9][NH:8][CH2:17][CH2:16][C:15]=2[N:14]=1)([CH3:21])[CH3:20], predict the reactants needed to synthesize it. The reactants are: C([N:8]1[CH2:17][CH2:16][C:15]2[N:14]=[C:13]([O:18][CH:19]([CH3:21])[CH3:20])[CH:12]=[CH:11][C:10]=2[CH2:9]1)C1C=CC=CC=1.C(OCC)(=O)C.[ClH:28]. (4) Given the product [Cl:18][C:15]1[CH:14]=[CH:13][C:12]([O:11][C:9]2[C:10]3[C:2]4[NH:1][C:31](=[O:30])[NH:21][C:19](=[O:20])[C:3]=4[S:4][C:5]=3[CH:6]=[N:7][CH:8]=2)=[CH:17][CH:16]=1, predict the reactants needed to synthesize it. The reactants are: [NH2:1][C:2]1[C:10]2[C:5](=[CH:6][N:7]=[CH:8][C:9]=2[O:11][C:12]2[CH:17]=[CH:16][C:15]([Cl:18])=[CH:14][CH:13]=2)[S:4][C:3]=1[C:19]([NH2:21])=[O:20].C(N(CC)CC)C.O.[O:30]1CCC[CH2:31]1. (5) Given the product [Cl:25][C:22]1[CH:23]=[CH:24][C:19]([C:17]2[N:12]=[C:10]([NH:9][C:6]3[CH:5]=[CH:4][C:3]([C:2]([F:1])([F:13])[F:14])=[CH:8][CH:7]=3)[S:11][CH:16]=2)=[CH:20][CH:21]=1, predict the reactants needed to synthesize it. The reactants are: [F:1][C:2]([F:14])([F:13])[C:3]1[CH:8]=[CH:7][C:6]([NH:9][C:10]([NH2:12])=[S:11])=[CH:5][CH:4]=1.Br[CH2:16][C:17]([C:19]1[CH:24]=[CH:23][C:22]([Cl:25])=[CH:21][CH:20]=1)=O.CCN(C(C)C)C(C)C. (6) The reactants are: Cl[C:2]1[C:7]([O:8][C:9]2[CH:14]=[CH:13][CH:12]=[CH:11][C:10]=2[O:15][CH3:16])=[C:6]([Cl:17])[N:5]=[C:4]([C:18]2[CH:23]=[CH:22][N:21]=[CH:20][CH:19]=2)[N:3]=1.[K].[N:25]1[CH:30]=[CH:29][CH:28]=[CH:27][C:26]=1[CH2:31][CH2:32][S:33]([NH2:36])(=[O:35])=[O:34].C(N(CC)CC)C. Given the product [Cl:17][C:6]1[N:5]=[C:4]([C:18]2[CH:23]=[CH:22][N:21]=[CH:20][CH:19]=2)[N:3]=[C:2]([NH:36][S:33]([CH2:32][CH2:31][C:26]2[CH:27]=[CH:28][CH:29]=[CH:30][N:25]=2)(=[O:35])=[O:34])[C:7]=1[O:8][C:9]1[CH:14]=[CH:13][CH:12]=[CH:11][C:10]=1[O:15][CH3:16], predict the reactants needed to synthesize it. (7) Given the product [I-:14].[CH3:1][N+:2]1([CH3:15])[CH2:7][CH2:6][N:5]([CH:8]2[CH2:9][CH2:10][CH2:11][CH2:12][CH2:13]2)[CH2:4][CH2:3]1, predict the reactants needed to synthesize it. The reactants are: [CH3:1][N:2]1[CH2:7][CH2:6][N:5]([CH:8]2[CH2:13][CH2:12][CH2:11][CH2:10][CH2:9]2)[CH2:4][CH2:3]1.[I:14][CH3:15]. (8) Given the product [Cl:1][C:2]1[C:3]([F:19])=[C:4]([N:8]2[CH:12]=[C:11]([C:13]([OH:15])=[O:14])[C:10]([OH:18])=[N:9]2)[CH:5]=[CH:6][CH:7]=1, predict the reactants needed to synthesize it. The reactants are: [Cl:1][C:2]1[C:3]([F:19])=[C:4]([N:8]2[CH:12]=[C:11]([C:13]([O:15]CC)=[O:14])[C:10]([OH:18])=[N:9]2)[CH:5]=[CH:6][CH:7]=1.[Li+].[OH-].Cl. (9) Given the product [C:1]([O:5][C:6]([NH:8][CH2:9][C:10]1[CH:11]=[C:12]([C:16]2[CH:21]=[CH:20][CH:19]=[C:18]([CH2:22][O:23][C:24]3[CH:29]=[C:28]([CH2:30][CH:31]4[CH2:32][CH2:33]4)[CH:27]=[CH:26][C:25]=3[CH2:34][C:35]([OH:37])=[O:36])[CH:17]=2)[CH:13]=[CH:14][CH:15]=1)=[O:7])([CH3:4])([CH3:2])[CH3:3].[C:1]([O:5][C:6]([NH:8][CH2:9][C:10]1[CH:11]=[C:12]([C:16]2[CH:21]=[CH:20][CH:19]=[C:18]([CH2:22][O:23][C:44]3[CH:43]=[C:42]([CH2:38][CH2:92][CH:93]([OH:94])[CH2:95][OH:81])[CH:47]=[CH:46][C:45]=3[CH2:48][C:49]([OH:51])=[O:50])[CH:17]=2)[CH:13]=[CH:14][CH:15]=1)=[O:7])([CH3:2])([CH3:3])[CH3:4], predict the reactants needed to synthesize it. The reactants are: [C:1]([O:5][C:6]([NH:8][CH2:9][C:10]1[CH:11]=[C:12]([C:16]2[CH:21]=[CH:20][CH:19]=[C:18]([CH2:22][O:23][C:24]3[CH:29]=[C:28]([CH2:30][CH:31]4[CH2:33][CH2:32]4)[CH:27]=[CH:26][C:25]=3[CH2:34][C:35]([OH:37])=[O:36])[CH:17]=2)[CH:13]=[CH:14][CH:15]=1)=[O:7])([CH3:4])([CH3:3])[CH3:2].[CH2:38]([C:42]1[CH:47]=[CH:46][C:45]([CH2:48][C:49]([O:51]C)=[O:50])=[C:44](OCC2C=C(C3C=CC=C(CNC(OC(C)(C)C)=O)C=3)C=CC=2)[CH:43]=1)CC=C.O.C[N+]1([O-])CC[O:81]CC1.S([O-])([O-])(=O)=S.[Na+].[Na+].[CH3:92][C:93]([CH3:95])=[O:94]. (10) Given the product [C:3]1([C:9]2[CH:10]=[C:11]([CH2:12][OH:13])[CH:14]=[CH:15][CH:16]=2)[CH:4]=[CH:5][CH:6]=[CH:7][CH:8]=1, predict the reactants needed to synthesize it. The reactants are: [BH4-].[Na+].[C:3]1([C:9]2[CH:10]=[C:11]([CH:14]=[CH:15][CH:16]=2)[CH:12]=[O:13])[CH:8]=[CH:7][CH:6]=[CH:5][CH:4]=1.